This data is from Catalyst prediction with 721,799 reactions and 888 catalyst types from USPTO. The task is: Predict which catalyst facilitates the given reaction. (1) Reactant: [F:1][C:2]1[CH:7]=[C:6]([C:8]([O:10]C)=[O:9])[CH:5]=[CH:4][C:3]=1[N:12]1[CH2:17][CH2:16][N:15]([C:18]([O:20][C:21]([CH3:24])([CH3:23])[CH3:22])=[O:19])[CH2:14][CH2:13]1.[Li+].[OH-]. Product: [C:21]([O:20][C:18]([N:15]1[CH2:16][CH2:17][N:12]([C:3]2[CH:4]=[CH:5][C:6]([C:8]([OH:10])=[O:9])=[CH:7][C:2]=2[F:1])[CH2:13][CH2:14]1)=[O:19])([CH3:24])([CH3:22])[CH3:23]. The catalyst class is: 12. (2) Reactant: [Br:1][C:2]1[CH:7]=[C:6]([CH2:8][OH:9])[C:5]([F:10])=[CH:4][N:3]=1.CN(C)C=O.N1C=CN=C1.[CH3:21][C:22]([Si:25](Cl)([CH3:27])[CH3:26])([CH3:24])[CH3:23]. Product: [Br:1][C:2]1[CH:7]=[C:6]([CH2:8][O:9][Si:25]([C:22]([CH3:24])([CH3:23])[CH3:21])([CH3:27])[CH3:26])[C:5]([F:10])=[CH:4][N:3]=1. The catalyst class is: 6. (3) Reactant: [C:1]([C:3]1[CH:4]=[CH:5][C:6]2[N:12]3[CH:13]=[N:14][C:15]([C:16](O)=[O:17])=[C:11]3[CH2:10][N:9]=[C:8]([C:19]3[CH:24]=[CH:23][CH:22]=[CH:21][CH:20]=3)[C:7]=2[CH:25]=1)#[CH:2].[ClH:26].[CH2:27]([N:29]=C=NCCCN(C)C)[CH3:28].N1(O)C2C=CC=CC=2N=N1.C(N(CC)CC)C.Cl.C(N)C. Product: [ClH:26].[ClH:26].[CH2:27]([NH:29][C:16]([C:15]1[N:14]=[CH:13][N:12]2[C:6]3[CH:5]=[CH:4][C:3]([C:1]#[CH:2])=[CH:25][C:7]=3[C:8]([C:19]3[CH:24]=[CH:23][CH:22]=[CH:21][CH:20]=3)=[N:9][CH2:10][C:11]=12)=[O:17])[CH3:28]. The catalyst class is: 3.